From a dataset of Forward reaction prediction with 1.9M reactions from USPTO patents (1976-2016). Predict the product of the given reaction. (1) The product is: [CH3:22][C:21]1[CH:20]=[CH:19][C:18]([NH:23][C:24](=[O:42])[C:25]2[CH:30]=[C:29]([C:31]([F:32])([F:33])[F:34])[CH:28]=[C:27]([N:35]3[CH2:40][CH2:39][N:38]([CH3:41])[CH2:37][CH2:36]3)[CH:26]=2)=[CH:17][C:16]=1[NH:1][C:2]1[N:6]([C:7]2[CH:8]=[C:9]([NH:13][CH3:14])[N:10]=[CH:11][N:12]=2)[N:5]=[CH:4][CH:3]=1. Given the reactants [NH2:1][C:2]1[N:6]([C:7]2[N:12]=[CH:11][N:10]=[C:9]([NH:13][CH3:14])[CH:8]=2)[N:5]=[CH:4][CH:3]=1.Br[C:16]1[CH:17]=[C:18]([NH:23][C:24](=[O:42])[C:25]2[CH:30]=[C:29]([C:31]([F:34])([F:33])[F:32])[CH:28]=[C:27]([N:35]3[CH2:40][CH2:39][N:38]([CH3:41])[CH2:37][CH2:36]3)[CH:26]=2)[CH:19]=[CH:20][C:21]=1[CH3:22].C(=O)([O-])[O-].[Cs+].[Cs+].O1CCOCC1, predict the reaction product. (2) Given the reactants [Cl:1][C:2]1[CH:33]=[CH:32][CH:31]=[C:30]([Cl:34])[C:3]=1[CH2:4][NH:5][CH:6]([CH2:11][C:12]1[CH:13]=[C:14]2[C:19](=[CH:20][CH:21]=1)[N:18]=[C:17]([C:22]1[C:27]([Cl:28])=[CH:26][CH:25]=[CH:24][C:23]=1[Cl:29])[CH:16]=[CH:15]2)[C:7]([O:9][CH3:10])=[O:8].[C:35]([O-])(O)=O.[Na+].CI, predict the reaction product. The product is: [Cl:1][C:2]1[CH:33]=[CH:32][CH:31]=[C:30]([Cl:34])[C:3]=1[CH2:4][N:5]([CH3:35])[CH:6]([CH2:11][C:12]1[CH:13]=[C:14]2[C:19](=[CH:20][CH:21]=1)[N:18]=[C:17]([C:22]1[C:27]([Cl:28])=[CH:26][CH:25]=[CH:24][C:23]=1[Cl:29])[CH:16]=[CH:15]2)[C:7]([O:9][CH3:10])=[O:8]. (3) Given the reactants [OH-].[K+].O.C1COCC1.[Si:9]([O:16][CH2:17][C:18]([C:21]1[CH:31]=[CH:30][C:24]([C:25]([O:27]CC)=[O:26])=[CH:23][CH:22]=1)([CH3:20])[CH3:19])([C:12]([CH3:15])([CH3:14])[CH3:13])([CH3:11])[CH3:10], predict the reaction product. The product is: [Si:9]([O:16][CH2:17][C:18]([C:21]1[CH:22]=[CH:23][C:24]([C:25]([OH:27])=[O:26])=[CH:30][CH:31]=1)([CH3:20])[CH3:19])([C:12]([CH3:13])([CH3:14])[CH3:15])([CH3:11])[CH3:10].